This data is from Reaction yield outcomes from USPTO patents with 853,638 reactions. The task is: Predict the reaction yield, written as a fraction of the theoretical maximum amount of product (1.0 means a 100% yield; for example, 0.34 means a 34% yield). (1) The reactants are I[C:2]1[CH:11]=[CH:10][C:5]([C:6]([O:8][CH3:9])=[O:7])=[CH:4][CH:3]=1.C(N(C(C)C)CC)(C)C.[CH3:21][Si:22]([C:25]#[CH:26])([CH3:24])[CH3:23]. The catalyst is Cl[Pd](Cl)([P](C1C=CC=CC=1)(C1C=CC=CC=1)C1C=CC=CC=1)[P](C1C=CC=CC=1)(C1C=CC=CC=1)C1C=CC=CC=1.[Cu]I.C1COCC1. The product is [CH3:21][Si:22]([C:25]#[C:26][C:2]1[CH:11]=[CH:10][C:5]([C:6]([O:8][CH3:9])=[O:7])=[CH:4][CH:3]=1)([CH3:24])[CH3:23]. The yield is 0.980. (2) The reactants are [H-].[Na+].[OH:3][CH:4]1[C:9]([O:12][CH3:13])([O:10][CH3:11])[CH2:8][CH2:7][N:6]([C:14]([O:16][C:17]([CH3:20])([CH3:19])[CH3:18])=[O:15])[CH2:5]1.[CH2:21](Br)[C:22]1[CH:27]=[CH:26][CH:25]=[CH:24][CH:23]=1.Cl. The catalyst is CN(C=O)C. The product is [CH2:21]([O:3][CH:4]1[C:9]([O:10][CH3:11])([O:12][CH3:13])[CH2:8][CH2:7][N:6]([C:14]([O:16][C:17]([CH3:20])([CH3:19])[CH3:18])=[O:15])[CH2:5]1)[C:22]1[CH:27]=[CH:26][CH:25]=[CH:24][CH:23]=1. The yield is 0.950. (3) The reactants are [CH2:1]([O:8][C:9]1[N:14]=[C:13]([NH:15][CH2:16][C:17]2[CH:22]=[CH:21][C:20]([O:23][CH3:24])=[CH:19][C:18]=2[O:25][CH3:26])[CH:12]=[CH:11][N:10]=1)[C:2]1[CH:7]=[CH:6][CH:5]=[CH:4][CH:3]=1.[Cl:27][C:28]1[C:29]([F:39])=[CH:30][C:31]([F:38])=[C:32]([S:34](Cl)(=[O:36])=[O:35])[CH:33]=1.C[Si]([N-][Si](C)(C)C)(C)C.[Li+]. The catalyst is C1COCC1. The product is [CH2:1]([O:8][C:9]1[N:14]=[C:13]([N:15]([CH2:16][C:17]2[CH:22]=[CH:21][C:20]([O:23][CH3:24])=[CH:19][C:18]=2[O:25][CH3:26])[S:34]([C:32]2[CH:33]=[C:28]([Cl:27])[C:29]([F:39])=[CH:30][C:31]=2[F:38])(=[O:36])=[O:35])[CH:12]=[CH:11][N:10]=1)[C:2]1[CH:7]=[CH:6][CH:5]=[CH:4][CH:3]=1. The yield is 0.610. (4) The reactants are [Br:1][C:2]1[C:7](=[O:8])[N:6]([C:9]2[CH:10]=[C:11]([CH:20]=[CH:21][C:22]=2[CH3:23])[C:12]([NH:14][CH2:15][C:16](NC)=[O:17])=[O:13])[CH:5]=[N:4][C:3]=1[O:24][CH2:25][C:26]1[CH:31]=[CH:30][C:29]([F:32])=[CH:28][C:27]=1[F:33].NC[C@H](O)[CH2:37][OH:38].CN1CCOCC1. No catalyst specified. The product is [Br:1][C:2]1[C:7](=[O:8])[N:6]([C:9]2[CH:10]=[C:11]([CH:20]=[CH:21][C:22]=2[CH3:23])[C:12]([NH:14][CH2:15][C@H:16]([OH:17])[CH2:37][OH:38])=[O:13])[CH:5]=[N:4][C:3]=1[O:24][CH2:25][C:26]1[CH:31]=[CH:30][C:29]([F:32])=[CH:28][C:27]=1[F:33]. The yield is 0.430. (5) The reactants are [C:1]([O-:4])(=[S:3])[CH3:2].[K+].Br[C:7]([CH3:28])([CH3:27])[C:8]([NH:10][C:11]1[O:15][N:14]=[C:13]([C:16]([CH3:26])([CH3:25])[CH2:17][O:18][CH:19]2[CH2:24][CH2:23][CH2:22][CH2:21][O:20]2)[CH:12]=1)=[O:9].C(OCC)C. The catalyst is CN(C=O)C. The product is [CH3:26][C:16]([C:13]1[CH:12]=[C:11]([NH:10][C:8]([C:7]([S:3][C:1](=[O:4])[CH3:2])([CH3:28])[CH3:27])=[O:9])[O:15][N:14]=1)([CH3:25])[CH2:17][O:18][CH:19]1[CH2:24][CH2:23][CH2:22][CH2:21][O:20]1. The yield is 0.580. (6) The reactants are Cl[C:2]1[C:7]([C:8]([O:10][CH2:11][CH3:12])=[O:9])=[CH:6][N:5]=[C:4]([Cl:13])[CH:3]=1.[CH3:14][NH2:15]. The catalyst is CC#N. The product is [Cl:13][C:4]1[CH:3]=[C:2]([NH:15][CH3:14])[C:7]([C:8]([O:10][CH2:11][CH3:12])=[O:9])=[CH:6][N:5]=1. The yield is 0.820. (7) The reactants are [CH2:1]([OH:12])[C@H:2]1[O:8][C:6](=[O:7])[C@H:5]([OH:9])[C@@H:4]([OH:10])[C@@H:3]1[OH:11].C([N:15](CC)CC)C.[OH:20][C:21]1[CH:22]=[C:23]([CH:27]=[CH:28][C:29]=1[OH:30])[CH2:24][CH2:25][NH2:26]. The catalyst is CO. The product is [O:7]=[C:6]([NH2:15])[C@@H:5]([C@H:4]([C@@H:3]([C@@H:2]([CH2:1][OH:12])[OH:8])[OH:11])[OH:10])[OH:9].[NH2:26][CH2:25][CH2:24][C:23]1[CH:27]=[CH:28][C:29]([OH:30])=[C:21]([OH:20])[CH:22]=1. The yield is 0.486. (8) The reactants are [Cl:1][C:2]1[CH:3]=[CH:4][C:5]([N+:37]([O-:39])=[O:38])=[C:6]([CH:36]=1)[O:7][C:8]1[CH:16]=[C:15]2[C:11]([C:12]([CH2:26][N:27](C)[C:28](=O)OC(C)(C)C)=[CH:13][N:14]2[S:17]([C:20]2[CH:21]=[N:22][CH:23]=[CH:24][CH:25]=2)(=[O:19])=[O:18])=[CH:10][CH:9]=1.Cl.CO. No catalyst specified. The product is [ClH:1].[Cl:1][C:2]1[CH:3]=[CH:4][C:5]([N+:37]([O-:39])=[O:38])=[C:6]([CH:36]=1)[O:7][C:8]1[CH:16]=[C:15]2[C:11]([C:12]([CH2:26][NH:27][CH3:28])=[CH:13][N:14]2[S:17]([C:20]2[CH:21]=[N:22][CH:23]=[CH:24][CH:25]=2)(=[O:19])=[O:18])=[CH:10][CH:9]=1. The yield is 0.714.